This data is from Reaction yield outcomes from USPTO patents with 853,638 reactions. The task is: Predict the reaction yield, written as a fraction of the theoretical maximum amount of product (1.0 means a 100% yield; for example, 0.34 means a 34% yield). (1) The reactants are C(=O)([O-])[O-].[K+].[K+].[Br:7][C:8]1[CH:13]=[CH:12][CH:11]=[CH:10][C:9]=1[OH:14].Br[CH2:16][C:17]([O:19][CH3:20])=[O:18].O. The yield is 0.970. The catalyst is CN(C=O)C.CCOC(C)=O. The product is [CH3:20][O:19][C:17](=[O:18])[CH2:16][O:14][C:9]1[CH:10]=[CH:11][CH:12]=[CH:13][C:8]=1[Br:7]. (2) The reactants are [F:1][C:2]1[C:10]([O:11][CH3:12])=[CH:9][CH:8]=[CH:7][C:3]=1[C:4]([OH:6])=O.[NH:13]1[C:17]2[CH:18]=[CH:19][CH:20]=[CH:21][C:16]=2[N:15]=[C:14]1[C:22]1[C:26]([NH2:27])=[CH:25][NH:24][N:23]=1.C(Cl)CCl.C1C=CC2N(O)N=NC=2C=1. The catalyst is CN(C=O)C.O. The product is [NH:15]1[C:16]2[CH:21]=[CH:20][CH:19]=[CH:18][C:17]=2[N:13]=[C:14]1[C:22]1[C:26]([NH:27][C:4](=[O:6])[C:3]2[CH:7]=[CH:8][CH:9]=[C:10]([O:11][CH3:12])[C:2]=2[F:1])=[CH:25][NH:24][N:23]=1. The yield is 0.0800. (3) The reactants are [C:1]1([C:7]2[CH:12]=[CH:11][C:10]([C:13]3[CH:14]=[C:15]([C:19]4[C:20]5[C:25]([C:26](Br)=[C:27]6[C:32]=4[CH:31]=[CH:30][CH:29]=[CH:28]6)=[CH:24][CH:23]=[CH:22][CH:21]=5)[CH:16]=[CH:17][CH:18]=3)=[CH:9][CH:8]=2)[CH:6]=[CH:5][CH:4]=[CH:3][CH:2]=1.[C:34]1([C:40]([C:52]2[CH:57]=[CH:56][CH:55]=[CH:54][CH:53]=2)=[CH:41][C:42]2[CH:47]=[CH:46][C:45](OB(O)O)=[CH:44][CH:43]=2)[CH:39]=[CH:38][CH:37]=[CH:36][CH:35]=1.C(=O)([O-])[O-].[Na+].[Na+]. The catalyst is C1(C)C=CC=CC=1.C1C=CC([P]([Pd]([P](C2C=CC=CC=2)(C2C=CC=CC=2)C2C=CC=CC=2)([P](C2C=CC=CC=2)(C2C=CC=CC=2)C2C=CC=CC=2)[P](C2C=CC=CC=2)(C2C=CC=CC=2)C2C=CC=CC=2)(C2C=CC=CC=2)C2C=CC=CC=2)=CC=1. The product is [C:1]1([C:7]2[CH:12]=[CH:11][C:10]([C:13]3[CH:14]=[C:15]([C:19]4[C:20]5[C:25]([C:26]([C:45]6[CH:46]=[CH:47][C:42]([CH:41]=[C:40]([C:52]7[CH:57]=[CH:56][CH:55]=[CH:54][CH:53]=7)[C:34]7[CH:35]=[CH:36][CH:37]=[CH:38][CH:39]=7)=[CH:43][CH:44]=6)=[C:27]6[C:32]=4[CH:31]=[CH:30][CH:29]=[CH:28]6)=[CH:24][CH:23]=[CH:22][CH:21]=5)[CH:16]=[CH:17][CH:18]=3)=[CH:9][CH:8]=2)[CH:6]=[CH:5][CH:4]=[CH:3][CH:2]=1. The yield is 0.730.